This data is from Peptide-MHC class II binding affinity with 134,281 pairs from IEDB. The task is: Regression. Given a peptide amino acid sequence and an MHC pseudo amino acid sequence, predict their binding affinity value. This is MHC class II binding data. (1) The peptide sequence is FKDTSMQKTIPLVAL. The MHC is HLA-DQA10201-DQB10301 with pseudo-sequence HLA-DQA10201-DQB10301. The binding affinity (normalized) is 0.449. (2) The peptide sequence is AETCPIFYDVFFAVA. The MHC is HLA-DQA10102-DQB10602 with pseudo-sequence HLA-DQA10102-DQB10602. The binding affinity (normalized) is 0.286. (3) The peptide sequence is VDIMVRDGQLTIKAE. The MHC is DRB5_0101 with pseudo-sequence DRB5_0101. The binding affinity (normalized) is 0.151.